This data is from Reaction yield outcomes from USPTO patents with 853,638 reactions. The task is: Predict the reaction yield, written as a fraction of the theoretical maximum amount of product (1.0 means a 100% yield; for example, 0.34 means a 34% yield). (1) The reactants are [F:1][C:2]1[CH:3]=[C:4]([CH:8]=[CH:9][CH:10]=1)[C:5](Cl)=[O:6].[C:11]([NH2:20])([C:14]1[CH:19]=[CH:18][CH:17]=[CH:16][CH:15]=1)([CH3:13])[CH3:12].C(N(CC)CC)C. The catalyst is ClCCl.CN(C1C=CN=CC=1)C. The product is [F:1][C:2]1[CH:3]=[C:4]([CH:8]=[CH:9][CH:10]=1)[C:5]([NH:20][C:11]([CH3:13])([C:14]1[CH:19]=[CH:18][CH:17]=[CH:16][CH:15]=1)[CH3:12])=[O:6]. The yield is 0.950. (2) The reactants are [C:1]([C:3]1[CH:8]=[CH:7][C:6]([CH:9]2[CH2:14][CH2:13][N:12]([C:15]([C:17]3[C:18]([CH3:30])=[CH:19][C:20]([CH:26]4[CH2:29][CH2:28][CH2:27]4)=[C:21]([CH:25]=3)[C:22](O)=[O:23])=[O:16])[CH2:11][CH2:10]2)=[CH:5][CH:4]=1)#[N:2].C(Cl)(=O)C([Cl:34])=O. The catalyst is ClCCl.CN(C)C=O. The product is [C:1]([C:3]1[CH:8]=[CH:7][C:6]([CH:9]2[CH2:14][CH2:13][N:12]([C:15]([C:17]3[C:18]([CH3:30])=[CH:19][C:20]([CH:26]4[CH2:29][CH2:28][CH2:27]4)=[C:21]([CH:25]=3)[C:22]([Cl:34])=[O:23])=[O:16])[CH2:11][CH2:10]2)=[CH:5][CH:4]=1)#[N:2]. The yield is 0.920. (3) The reactants are [O:1]1[CH:5]=[CH:4][CH:3]=[C:2]1[C:6]1[O:7][C:8]([CH3:45])=[C:9]([CH2:11][O:12][C:13]2[CH:42]=[CH:41][C:16]([C:17]([NH:19][C:20]3[C:24](/[CH:25]=[CH:26]/[P:27](=[O:34])([O:31][CH2:32][CH3:33])[O:28][CH2:29][CH3:30])=[CH:23][N:22]([C:35]4[CH:40]=[CH:39][CH:38]=[CH:37][CH:36]=4)[N:21]=3)=[O:18])=[CH:15][C:14]=2[O:43][CH3:44])[N:10]=1.[H-].[Na+].[CH3:48]N(C)C=O.CI. The catalyst is O. The product is [O:1]1[CH:5]=[CH:4][CH:3]=[C:2]1[C:6]1[O:7][C:8]([CH3:45])=[C:9]([CH2:11][O:12][C:13]2[CH:42]=[CH:41][C:16]([C:17]([N:19]([CH3:48])[C:20]3[C:24](/[CH:25]=[CH:26]/[P:27](=[O:34])([O:28][CH2:29][CH3:30])[O:31][CH2:32][CH3:33])=[CH:23][N:22]([C:35]4[CH:36]=[CH:37][CH:38]=[CH:39][CH:40]=4)[N:21]=3)=[O:18])=[CH:15][C:14]=2[O:43][CH3:44])[N:10]=1. The yield is 0.780.